Predict the reaction yield, written as a fraction of the theoretical maximum amount of product (1.0 means a 100% yield; for example, 0.34 means a 34% yield). From a dataset of Reaction yield outcomes from USPTO patents with 853,638 reactions. (1) The reactants are [N:1]([CH2:4][CH2:5][CH2:6][C:7]1[C:15]2[C:10](=[CH:11][CH:12]=[C:13]([Cl:16])[CH:14]=2)[NH:9][CH:8]=1)=[N+]=[N-].C1(P(C2C=CC=CC=2)C2C=CC=CC=2)C=CC=CC=1.O. The catalyst is O1CCCC1. The product is [Cl:16][C:13]1[CH:14]=[C:15]2[C:10](=[CH:11][CH:12]=1)[NH:9][CH:8]=[C:7]2[CH2:6][CH2:5][CH2:4][NH2:1]. The yield is 0.340. (2) The reactants are [CH3:1][C:2]1[C:10]2[C:5](=[CH:6][C:7](/[CH:26]=[CH:27]/[C:28]([O:30][CH2:31][CH3:32])=[O:29])=[CH:8][C:9]=2[C:11]([NH:13][CH2:14][C:15]2[C:16](=[O:25])[NH:17][C:18]([CH3:24])=[CH:19][C:20]=2[CH2:21][CH2:22][CH3:23])=[O:12])[N:4]([CH:33]([CH3:35])[CH3:34])[CH:3]=1. The catalyst is C(O)C. The product is [CH3:1][C:2]1[C:10]2[C:5](=[CH:6][C:7]([CH2:26][CH2:27][C:28]([O:30][CH2:31][CH3:32])=[O:29])=[CH:8][C:9]=2[C:11]([NH:13][CH2:14][C:15]2[C:16](=[O:25])[NH:17][C:18]([CH3:24])=[CH:19][C:20]=2[CH2:21][CH2:22][CH3:23])=[O:12])[N:4]([CH:33]([CH3:35])[CH3:34])[CH:3]=1. The yield is 0.581. (3) The reactants are [CH3:1][N:2]1[CH:6]=[C:5]([C:7]2[C:11]([CH3:12])=[C:10]([NH:13][C:14](=[O:22])OC3C=CC=CC=3)[N:9]([C:23]3[CH:28]=[CH:27][CH:26]=[CH:25][CH:24]=3)[N:8]=2)[CH:4]=[N:3]1.C1(C2C=CC(COC)=CC=2CN)CC1.[CH3:43][O:44][CH2:45][C:46]1[CH:47]=[C:48]([CH:52]([NH2:54])[CH3:53])[CH:49]=[CH:50][CH:51]=1.[C:55]([OH:61])([C:57]([F:60])([F:59])[F:58])=[O:56]. No catalyst specified. The product is [F:58][C:57]([F:60])([F:59])[C:55]([OH:61])=[O:56].[CH3:1][N:2]1[CH:6]=[C:5]([C:7]2[C:11]([CH3:12])=[C:10]([NH:13][C:14]([NH:54][CH:52]([C:48]3[CH:49]=[CH:50][CH:51]=[C:46]([CH2:45][O:44][CH3:43])[CH:47]=3)[CH3:53])=[O:22])[N:9]([C:23]3[CH:24]=[CH:25][CH:26]=[CH:27][CH:28]=3)[N:8]=2)[CH:4]=[N:3]1. The yield is 0.0250. (4) The reactants are [N+:1]([C:4]1[CH:9]=[C:8]([C:10]([F:13])([F:12])[F:11])[CH:7]=[C:6]([N+:14]([O-])=O)[C:5]=1[P:17](=[O:30])([C:24]1[CH:29]=[CH:28][CH:27]=[CH:26][CH:25]=1)[C:18]1[CH:23]=[CH:22][CH:21]=[CH:20][CH:19]=1)([O-])=O.O1CCOCC1. The catalyst is Cl. The product is [NH2:14][C:6]1[CH:7]=[C:8]([C:10]([F:12])([F:13])[F:11])[CH:9]=[C:4]([NH2:1])[C:5]=1[P:17](=[O:30])([C:18]1[CH:19]=[CH:20][CH:21]=[CH:22][CH:23]=1)[C:24]1[CH:29]=[CH:28][CH:27]=[CH:26][CH:25]=1. The yield is 0.690. (5) The yield is 0.270. The reactants are [O:1]=[C:2]1[CH2:7][CH2:6][CH2:5][CH2:4][N:3]1[CH2:8][C:9]1[CH:18]=[CH:17][C:12]([C:13]([O:15]C)=[O:14])=[CH:11][CH:10]=1.O.[OH-].[Li+]. The product is [O:1]=[C:2]1[CH2:7][CH2:6][CH2:5][CH2:4][N:3]1[CH2:8][C:9]1[CH:10]=[CH:11][C:12]([C:13]([OH:15])=[O:14])=[CH:17][CH:18]=1. The catalyst is CO.O. (6) The reactants are [Cl:1][C:2]1[CH:11]=[C:10]([O:12][CH3:13])[C:9]([N:14]2[CH:18]=[CH:17][CH:16]=[N:15]2)=[CH:8][C:3]=1[C:4](OC)=[O:5].[NH3:19]. The catalyst is CO. The product is [Cl:1][C:2]1[CH:11]=[C:10]([O:12][CH3:13])[C:9]([N:14]2[CH:18]=[CH:17][CH:16]=[N:15]2)=[CH:8][C:3]=1[C:4]([NH2:19])=[O:5]. The yield is 0.475. (7) The reactants are [Br:1][C:2]1[CH:6]=[C:5](I)[S:4][C:3]=1[C:8]1[N:12]=[CH:11][N:10]([CH2:13][O:14][CH2:15][CH2:16][Si:17]([CH3:20])([CH3:19])[CH3:18])[N:9]=1.[N:21]1[CH:26]=[CH:25][C:24](B(O)O)=[CH:23][CH:22]=1.C(=O)([O-])[O-].[Cs+].[Cs+].O1CCOCC1. The catalyst is C1C=CC(P(C2C=CC=CC=2)[C-]2C=CC=C2)=CC=1.C1C=CC(P(C2C=CC=CC=2)[C-]2C=CC=C2)=CC=1.Cl[Pd]Cl.[Fe+2].CCOC(C)=O.O. The product is [Br:1][C:2]1[CH:6]=[C:5]([C:24]2[CH:25]=[CH:26][N:21]=[CH:22][CH:23]=2)[S:4][C:3]=1[C:8]1[N:12]=[CH:11][N:10]([CH2:13][O:14][CH2:15][CH2:16][Si:17]([CH3:20])([CH3:19])[CH3:18])[N:9]=1. The yield is 0.746.